This data is from Forward reaction prediction with 1.9M reactions from USPTO patents (1976-2016). The task is: Predict the product of the given reaction. (1) Given the reactants [CH:1]1([CH2:4][O:5][C:6]2[CH:11]=[CH:10][C:9]([CH:12]([F:14])[F:13])=[CH:8][C:7]=2[C:15]2[C:16]3[NH:23][C:22]([CH3:24])=[C:21]([C:25]([OH:27])=O)[C:17]=3[N:18]=[CH:19][N:20]=2)[CH2:3][CH2:2]1.Cl.C([N:33]([C@H:37]1[CH2:41][CH2:40][C@H:39]([NH2:42])[CH2:38]1)[C:34](=[O:36])[OH:35])(C)(C)C, predict the reaction product. The product is: [CH:1]1([CH2:4][O:5][C:6]2[CH:11]=[CH:10][C:9]([CH:12]([F:14])[F:13])=[CH:8][C:7]=2[C:15]2[C:16]3[NH:23][C:22]([CH3:24])=[C:21]([C:25]([NH:42][C@H:39]4[CH2:40][CH2:41][C@H:37]([NH:33][C:34](=[O:36])[O:35][C:1]([CH3:4])([CH3:3])[CH3:2])[CH2:38]4)=[O:27])[C:17]=3[N:18]=[CH:19][N:20]=2)[CH2:3][CH2:2]1. (2) Given the reactants [F:1][C:2]1[CH:3]=[C:4]([C:8]#[C:9][C:10]2[CH:15]=[CH:14][C:13]([C:16]3[N:20]=[C:19]([CH:21]([OH:23])[CH3:22])[O:18][N:17]=3)=[CH:12][CH:11]=2)[CH:5]=[CH:6][CH:7]=1.[H-].[Na+].[CH3:26]I, predict the reaction product. The product is: [F:1][C:2]1[CH:3]=[C:4]([C:8]#[C:9][C:10]2[CH:11]=[CH:12][C:13]([C:16]3[N:20]=[C:19]([CH:21]([O:23][CH3:26])[CH3:22])[O:18][N:17]=3)=[CH:14][CH:15]=2)[CH:5]=[CH:6][CH:7]=1. (3) Given the reactants [CH:1]1([CH2:4][N:5]2[C:10]([NH:11][NH2:12])=[CH:9][C:8](=[O:13])[N:7]([CH3:14])[C:6]2=[O:15])[CH2:3][CH2:2]1.[Cl:16][C:17]1[CH:18]=[C:19]2[C:23](=[CH:24][CH:25]=1)[NH:22][N:21]=[C:20]2[CH:26]=O.[CH:28]([C:30]1[N:34]([CH3:35])[CH:33]=[C:32]([C:36]#[N:37])[CH:31]=1)=O, predict the reaction product. The product is: [Cl:16][C:17]1[CH:18]=[C:19]2[C:23](=[CH:24][CH:25]=1)[NH:22][N:21]=[C:20]2[CH2:26][N:12]1[C:28]([C:30]2[N:34]([CH3:35])[CH:33]=[C:32]([C:36]#[N:37])[CH:31]=2)=[C:9]2[C:10]([N:5]([CH2:4][CH:1]3[CH2:2][CH2:3]3)[C:6](=[O:15])[N:7]([CH3:14])[C:8]2=[O:13])=[N:11]1.